From a dataset of Forward reaction prediction with 1.9M reactions from USPTO patents (1976-2016). Predict the product of the given reaction. (1) Given the reactants [NH2:1][C:2]1([C:18]2[CH:23]=[CH:22][CH:21]=[CH:20][C:19]=2[OH:24])[C:15]2[CH:14]=[C:13]([Cl:16])[N:12]=[CH:11][C:10]=2[O:9][C:8]2[C:3]1=[CH:4][C:5]([Br:17])=[CH:6][CH:7]=2.C([O-])(=O)C.[K+].[N:30]#[C:31]Br.C(Cl)Cl, predict the reaction product. The product is: [Br:17][C:5]1[CH:4]=[C:3]2[C:8](=[CH:7][CH:6]=1)[O:9][C:10]1[CH:11]=[N:12][C:13]([Cl:16])=[CH:14][C:15]=1[C:2]12[C:18]2[CH:23]=[CH:22][CH:21]=[CH:20][C:19]=2[O:24][C:31]([NH2:30])=[N:1]1. (2) Given the reactants [Si:1]([O:8][C@H:9]1[CH2:32][CH2:31][C@@:30]2([CH3:33])[C@@H:11]([CH2:12][CH2:13][C:14]3[C:15]4[C@:26]([CH3:34])([CH2:27][CH2:28][C:29]=32)[C@@H:18]([C@H:19]([CH3:25])[CH2:20][CH2:21][C:22]([OH:24])=O)[CH2:17][CH:16]=4)[C:10]1([CH3:36])[CH3:35])([C:4]([CH3:7])([CH3:6])[CH3:5])([CH3:3])[CH3:2].[CH3:37][N:38]1CCOC[CH2:39]1.C(OC(Cl)=O)C(C)C.CNC, predict the reaction product. The product is: [CH3:37][N:38]([CH3:39])[C:22](=[O:24])[CH2:21][CH2:20][C@H:19]([C@@H:18]1[C@:26]2([CH3:34])[C:15]([C:14]3[CH2:13][CH2:12][C@@H:11]4[C@:30]([C:29]=3[CH2:28][CH2:27]2)([CH3:33])[CH2:31][CH2:32][C@H:9]([O:8][Si:1]([C:4]([CH3:6])([CH3:7])[CH3:5])([CH3:3])[CH3:2])[C:10]4([CH3:36])[CH3:35])=[CH:16][CH2:17]1)[CH3:25]. (3) Given the reactants [CH2:1]([N:3]([CH2:15][CH3:16])[C:4]([CH:6]1[CH2:11][CH2:10][CH2:9][N:8]([C:12](=O)N)[CH2:7]1)=[O:5])[CH3:2].[Br:17][C:18]1[N:23]=[C:22](C=O)[CH:21]=[CH:20][CH:19]=1, predict the reaction product. The product is: [CH2:1]([N:3]([CH2:15][CH3:16])[C:4]([CH:6]1[CH2:11][CH2:10][CH2:9][N:8]([CH2:12][C:22]2[CH:21]=[CH:20][CH:19]=[C:18]([Br:17])[N:23]=2)[CH2:7]1)=[O:5])[CH3:2]. (4) The product is: [N:24]1([CH2:29][CH2:30][O:31][C:32]2[CH:33]=[CH:34][C:35]([C:38]3[CH:43]=[CH:42][C:41]([C:44]([CH3:51])([CH3:50])[C:45]([OH:47])=[O:46])=[CH:40][CH:39]=3)=[CH:36][CH:37]=2)[CH:28]=[CH:27][N:26]=[N:25]1. Given the reactants CC(C1C=CC(B2OC(C)(C)C(C)(C)O2)=CC=1)(C)C(OCC)=O.[N:24]1([CH2:29][CH2:30][O:31][C:32]2[CH:37]=[CH:36][C:35]([C:38]3[CH:43]=[CH:42][C:41]([C:44]([CH3:51])([CH3:50])[C:45]([O:47]CC)=[O:46])=[CH:40][CH:39]=3)=[CH:34][CH:33]=2)[CH:28]=[CH:27][N:26]=[N:25]1.[OH-].[Li+], predict the reaction product. (5) The product is: [NH2:34][C@H:31]1[CH2:32][CH2:33][C@H:28]([NH:27][C:14]2[C:13]3[C:18](=[CH:19][C:20]([F:21])=[C:11]([C:4]4[CH:5]=[C:6]([O:9][CH3:10])[C:7]([OH:8])=[C:2]([Cl:1])[CH:3]=4)[CH:12]=3)[N:17]=[CH:16][C:15]=2[C:22]([CH:24]2[CH2:25][CH2:26]2)=[O:23])[CH2:29][CH2:30]1. Given the reactants [Cl:1][C:2]1[CH:3]=[C:4]([C:11]2[CH:12]=[C:13]3[C:18](=[CH:19][C:20]=2[F:21])[N:17]=[CH:16][C:15]([C:22]([CH:24]2[CH2:26][CH2:25]2)=[O:23])=[C:14]3[NH:27][C@H:28]2[CH2:33][CH2:32][C@H:31]([NH:34]C(=O)OC(C)(C)C)[CH2:30][CH2:29]2)[CH:5]=[C:6]([O:9][CH3:10])[C:7]=1[OH:8].C(O)(C(F)(F)F)=O, predict the reaction product. (6) Given the reactants [Cl:1][C:2]1[N:9]=[C:8]([CH3:10])[CH:7]=[C:6](Cl)[C:3]=1[C:4]#[N:5].C([O-])(=[O:14])C.[Cs+], predict the reaction product. The product is: [Cl:1][C:2]1[N:9]=[C:8]([CH3:10])[CH:7]=[C:6]([OH:14])[C:3]=1[C:4]#[N:5]. (7) Given the reactants [Cl:1][C:2]1[CH:3]=[CH:4][C:5]2[N:11]3[C:12]([C:15]([Cl:18])([F:17])[F:16])=[N:13][N:14]=[C:10]3[C@@H:9]([CH2:19][C:20]([N:22]3[CH2:27][CH2:26][CH:25]([CH2:28][C:29]([O:31]C(C)(C)C)=[O:30])[CH2:24][CH2:23]3)=[O:21])[O:8][C@H:7]([C:36]3[CH:41]=[CH:40][CH:39]=[C:38]([O:42][CH3:43])[C:37]=3[O:44][CH3:45])[C:6]=2[CH:46]=1.FC(F)(F)C(O)=O, predict the reaction product. The product is: [Cl:1][C:2]1[CH:3]=[CH:4][C:5]2[N:11]3[C:12]([C:15]([Cl:18])([F:16])[F:17])=[N:13][N:14]=[C:10]3[C@@H:9]([CH2:19][C:20]([N:22]3[CH2:23][CH2:24][CH:25]([CH2:28][C:29]([OH:31])=[O:30])[CH2:26][CH2:27]3)=[O:21])[O:8][C@H:7]([C:36]3[CH:41]=[CH:40][CH:39]=[C:38]([O:42][CH3:43])[C:37]=3[O:44][CH3:45])[C:6]=2[CH:46]=1.